This data is from Reaction yield outcomes from USPTO patents with 853,638 reactions. The task is: Predict the reaction yield, written as a fraction of the theoretical maximum amount of product (1.0 means a 100% yield; for example, 0.34 means a 34% yield). (1) The reactants are Cl.[NH2:2][C:3]1[CH:11]=[CH:10][CH:9]=[C:8]2[C:4]=1[CH:5]([CH3:14])[CH2:6][C:7]2([CH3:13])[CH3:12].[OH-].[Na+].C1(C)C=CC=CC=1. The catalyst is O. The product is [NH2:2][C:3]1[CH:11]=[CH:10][CH:9]=[C:8]2[C:4]=1[CH:5]([CH3:14])[CH2:6][C:7]2([CH3:13])[CH3:12]. The yield is 0.880. (2) The reactants are O=C(Cl)[O:3][C:4](Cl)(Cl)Cl.[C:9]([CH:13]1[CH2:18][CH2:17][CH:16]([NH2:19])[CH2:15][CH2:14]1)([CH3:12])([CH3:11])[CH3:10].C. The catalyst is C(OCC)(=O)C. The product is [N-:19]=[C:4]=[O:3].[C:9]([CH:13]1[CH2:18][CH2:17][CH2:16][CH2:15][CH2:14]1)([CH3:12])([CH3:11])[CH3:10]. The yield is 0.480. (3) The reactants are I[C:2]1[C:3]2[C:8]([C:9]([C:16]3[CH:21]=[CH:20][CH:19]=[CH:18][CH:17]=3)=[C:10]3[C:15]=1[CH:14]=[CH:13][CH:12]=[CH:11]3)=[CH:7][CH:6]=[CH:5][CH:4]=2.[Br:22][C:23]1[CH:28]=[CH:27][C:26](B(O)O)=[CH:25][CH:24]=1.C(=O)([O-])[O-].[K+].[K+]. The catalyst is C1C=CC([P]([Pd]([P](C2C=CC=CC=2)(C2C=CC=CC=2)C2C=CC=CC=2)([P](C2C=CC=CC=2)(C2C=CC=CC=2)C2C=CC=CC=2)[P](C2C=CC=CC=2)(C2C=CC=CC=2)C2C=CC=CC=2)(C2C=CC=CC=2)C2C=CC=CC=2)=CC=1.C1(C)C=CC=CC=1. The product is [Br:22][C:23]1[CH:28]=[CH:27][C:26]([C:2]2[C:3]3[C:8]([C:9]([C:16]4[CH:21]=[CH:20][CH:19]=[CH:18][CH:17]=4)=[C:10]4[C:15]=2[CH:14]=[CH:13][CH:12]=[CH:11]4)=[CH:7][CH:6]=[CH:5][CH:4]=3)=[CH:25][CH:24]=1. The yield is 0.450. (4) The reactants are Br[CH2:2][CH2:3][N:4]1[C:8]([CH2:9]Br)=[CH:7][C:6]([N+:11]([O-:13])=[O:12])=[N:5]1.[CH3:14][NH2:15]. The catalyst is C1COCC1. The product is [CH3:14][N:15]1[CH2:2][CH2:3][N:4]2[N:5]=[C:6]([N+:11]([O-:13])=[O:12])[CH:7]=[C:8]2[CH2:9]1. The yield is 0.970. (5) The reactants are [F:1][C:2]1[CH:28]=[C:27]([F:29])[CH:26]=[CH:25][C:3]=1[CH2:4][N:5]1[CH2:10][CH2:9][N:8]([C:11]2[N:12]=[C:13]3[CH2:24][CH2:23][NH:22][CH2:21][C:14]3=[N:15][C:16]=2[NH:17][CH:18]([CH3:20])[CH3:19])[CH2:7][CH2:6]1.CCN(C(C)C)C(C)C.[C:39](O[C:39](=[O:42])[CH2:40][CH3:41])(=[O:42])[CH2:40][CH3:41]. The catalyst is C(Cl)Cl. The product is [F:1][C:2]1[CH:28]=[C:27]([F:29])[CH:26]=[CH:25][C:3]=1[CH2:4][N:5]1[CH2:10][CH2:9][N:8]([C:11]2[N:12]=[C:13]3[CH2:24][CH2:23][N:22]([C:39](=[O:42])[CH2:40][CH3:41])[CH2:21][C:14]3=[N:15][C:16]=2[NH:17][CH:18]([CH3:20])[CH3:19])[CH2:7][CH2:6]1. The yield is 0.840.